Dataset: Reaction yield outcomes from USPTO patents with 853,638 reactions. Task: Predict the reaction yield, written as a fraction of the theoretical maximum amount of product (1.0 means a 100% yield; for example, 0.34 means a 34% yield). (1) The reactants are [CH3:1][O:2][C:3](=[O:62])[NH:4][CH:5]([C:9]([N:11]1[CH:17]([C:18]2[NH:19][C:20]([C:23]3[CH:32]=[CH:31][C:30]4[C:25](=CC=[C:28]([C:33]5[CH:38]=[CH:37][C:36]([C:39]6[NH:40][C:41]([CH:44]7[CH:49]8[CH2:50][CH:46](CC8)[N:45]7[C:51](=[O:61])[CH:52]([NH:56][C:57]([O:59][CH3:60])=[O:58])[CH:53]([CH3:55])[CH3:54])=[N:42][CH:43]=6)=[CH:35][CH:34]=5)[CH:29]=4)[CH:24]=3)=[CH:21][N:22]=2)[CH2:16][C:13]2(C[CH2:14]2)[CH2:12]1)=[O:10])[CH:6]([CH3:8])[CH3:7].COC(=O)N[CH:67](C(N1CCCC1C1NC(C2C=CC3C(=CC=C(B4OC(C)(C)C(C)(C)O4)C=3)C=2)=CN=1)=O)[CH:68](C)C.COC(=O)NC(C(N1CC(=C)CC1C1NC(C2C=CC(Br)=CC=2)=CN=1)=O)C(C)C.P([O-])([O-])([O-])=O.[K+].[K+].[K+].C(=O)([O-])[O-].[K+].[K+]. No catalyst specified. The product is [CH3:60][O:59][C:57](=[O:58])[NH:56][CH:52]([C:51]([N:45]1[CH2:46][CH2:50][CH2:49][CH:44]1[C:41]1[NH:40][C:39]([C:36]2[CH:35]=[CH:34][C:33]3[C:38](=[CH:67][CH:68]=[C:29]([C:30]4[CH:25]=[CH:24][C:23]([C:20]5[NH:19][C:18]([CH:17]6[CH2:16][C:13](=[CH2:14])[CH2:12][N:11]6[C:9](=[O:10])[CH:5]([NH:4][C:3]([O:2][CH3:1])=[O:62])[CH:6]([CH3:8])[CH3:7])=[N:22][CH:21]=5)=[CH:32][CH:31]=4)[CH:28]=3)[CH:37]=2)=[CH:43][N:42]=1)=[O:61])[CH:53]([CH3:54])[CH3:55]. The yield is 0.0500. (2) The reactants are [CH2:1]([N:3]1[CH:11]=[C:10]2[C:5]([CH:6]=[C:7]([C:13]([O:15][CH2:16][CH3:17])=[O:14])[CH:8]=[C:9]2[OH:12])=[N:4]1)[CH3:2].BrC1C=CC([CH2:25][S:26](=[N:28][C:29](=[O:35])[O:30][C:31]([CH3:34])([CH3:33])[CH3:32])[O-:27])=CC=1.C(=O)([O-])[O-].[Cs+].[Cs+].C[C:43]([CH3:54])([C:45](=O)[CH2:46][C:47](=O)[C:48](C)(C)C)C. The catalyst is CN1CCCC1=O.[Cu]Cl. The product is [C:31]([O:30][C:29]([N:28]=[S:26]([C:45]1[CH:46]=[CH:47][C:48]([O:12][C:9]2[C:10]3[C:5]([CH:6]=[C:7]([C:13]([O:15][CH2:16][CH3:17])=[O:14])[CH:8]=2)=[N:4][N:3]([CH2:1][CH3:2])[CH:11]=3)=[CH:54][CH:43]=1)([CH3:25])=[O:27])=[O:35])([CH3:34])([CH3:33])[CH3:32]. The yield is 0.840. (3) The reactants are [CH2:1]([N:8]1[CH2:13][CH2:12][CH:11]([C:14]([C:16]2[CH:21]=[CH:20][C:19]([C:22]([F:25])([F:24])[F:23])=[CH:18][C:17]=2[F:26])=O)[CH2:10][CH2:9]1)[C:2]1[CH:7]=[CH:6][CH:5]=[CH:4][CH:3]=1.Cl.[NH2:28][OH:29]. The catalyst is N1C=CC=CC=1. The product is [CH2:1]([N:8]1[CH2:13][CH2:12][CH:11]([C:14]([C:16]2[CH:21]=[CH:20][C:19]([C:22]([F:25])([F:24])[F:23])=[CH:18][C:17]=2[F:26])=[N:28][OH:29])[CH2:10][CH2:9]1)[C:2]1[CH:7]=[CH:6][CH:5]=[CH:4][CH:3]=1. The yield is 0.400.